Dataset: Forward reaction prediction with 1.9M reactions from USPTO patents (1976-2016). Task: Predict the product of the given reaction. (1) Given the reactants [Cl:1][C:2]1[CH:3]=[CH:4][C:5]2[NH:11][C:10](=S)[C@@H:9]([CH2:13][C:14]([O:16][CH2:17][CH3:18])=[O:15])[O:8][C@H:7]([C:19]3[CH:24]=[CH:23][CH:22]=[C:21]([C:25]([F:28])([F:27])[F:26])[C:20]=3[O:29][CH3:30])[C:6]=2[CH:31]=1.O.[NH2:33][NH2:34].[F:35][C:36]([F:47])([F:46])[C:37](O[C:37](=O)[C:36]([F:47])([F:46])[F:35])=O.FC(F)(F)C(O)=O, predict the reaction product. The product is: [Cl:1][C:2]1[CH:3]=[CH:4][C:5]2[N:11]3[C:37]([C:36]([F:47])([F:46])[F:35])=[N:33][N:34]=[C:10]3[C@@H:9]([CH2:13][C:14]([O:16][CH2:17][CH3:18])=[O:15])[O:8][C@H:7]([C:19]3[CH:24]=[CH:23][CH:22]=[C:21]([C:25]([F:28])([F:27])[F:26])[C:20]=3[O:29][CH3:30])[C:6]=2[CH:31]=1. (2) Given the reactants [Cl:1][C:2]1[C:7]([Cl:8])=[CH:6][CH:5]=[CH:4][C:3]=1[NH:9][C:10](=S)[CH2:11][C:12]1[CH:13]=[N:14][CH:15]=[CH:16][CH:17]=1.[N:19]([Si](C)(C)C)=[N+:20]=[N-:21].[Cl-].[NH4+], predict the reaction product. The product is: [Cl:1][C:2]1[C:7]([Cl:8])=[CH:6][CH:5]=[CH:4][C:3]=1[N:9]1[C:10]([CH2:11][C:12]2[CH:13]=[N:14][CH:15]=[CH:16][CH:17]=2)=[N:21][N:20]=[N:19]1. (3) Given the reactants [CH3:1][N:2]1[CH:6]=[C:5]([C:7]2[CH:30]=[CH:29][C:10]([NH:11][C:12]3[C:16]4[CH2:17][N:18]([C:21](=[O:23])[CH3:22])[CH2:19][CH2:20][C:15]=4[N:14]([C@H:24]4[CH2:28][CH2:27][O:26][CH2:25]4)[N:13]=3)=[CH:9][CH:8]=2)[CH:4]=[N:3]1.[H-].[Na+].[CH2:33](Br)[C:34]1[CH:39]=[CH:38][CH:37]=[CH:36][CH:35]=1, predict the reaction product. The product is: [CH2:33]([N:11]([C:12]1[C:16]2[CH2:17][N:18]([C:21](=[O:23])[CH3:22])[CH2:19][CH2:20][C:15]=2[N:14]([C@H:24]2[CH2:28][CH2:27][O:26][CH2:25]2)[N:13]=1)[C:10]1[CH:9]=[CH:8][C:7]([C:5]2[CH:4]=[N:3][N:2]([CH3:1])[CH:6]=2)=[CH:30][CH:29]=1)[C:34]1[CH:39]=[CH:38][CH:37]=[CH:36][CH:35]=1. (4) Given the reactants [C:1]([O:5][C:6]([NH:8][C@H:9]([C:20]([OH:22])=[O:21])[CH2:10][CH2:11][O:12][Si:13]([C:16]([CH3:19])([CH3:18])[CH3:17])([CH3:15])[CH3:14])=[O:7])([CH3:4])([CH3:3])[CH3:2].[CH:23]1([CH3:33])[CH2:28][CH2:27][CH:26]([CH:29]([CH3:31])[CH3:30])[CH:25](O)[CH2:24]1.C(Cl)CCl, predict the reaction product. The product is: [C:1]([O:5][C:6]([NH:8][C@H:9]([C:20]([O:22][C@@H:25]1[CH2:24][C@H:23]([CH3:33])[CH2:28][CH2:27][C@H:26]1[CH:29]([CH3:31])[CH3:30])=[O:21])[CH2:10][CH2:11][O:12][Si:13]([C:16]([CH3:19])([CH3:18])[CH3:17])([CH3:15])[CH3:14])=[O:7])([CH3:4])([CH3:2])[CH3:3]. (5) Given the reactants [CH2:1]([O:3][C:4](=[O:34])[CH2:5][N:6]([C@H:14]([CH2:25][C:26]1[CH:31]=[CH:30][C:29]([O:32][CH3:33])=[CH:28][CH:27]=1)[C:15]([N:17]1[CH2:21][CH2:20][CH2:19][C@H:18]1[C:22](O)=[O:23])=[O:16])[C:7]([O:9][C:10]([CH3:13])([CH3:12])[CH3:11])=[O:8])[CH3:2].[NH2:35][CH2:36][C:37]1[CH:38]=[C:39]2[C:44](=[CH:45][CH:46]=1)[C:43]([NH2:47])=[N:42][CH:41]=[CH:40]2.CN1CCOCC1.F[B-](F)(F)F.N1(OC(N(C)C)=[N+](C)C)C2C=CC=CC=2N=N1, predict the reaction product. The product is: [CH2:1]([O:3][C:4](=[O:34])[CH2:5][N:6]([C@H:14]([CH2:25][C:26]1[CH:27]=[CH:28][C:29]([O:32][CH3:33])=[CH:30][CH:31]=1)[C:15]([N:17]1[CH2:21][CH2:20][CH2:19][C@H:18]1[C:22](=[O:23])[NH:35][CH2:36][C:37]1[CH:38]=[C:39]2[C:44](=[CH:45][CH:46]=1)[C:43]([NH2:47])=[N:42][CH:41]=[CH:40]2)=[O:16])[C:7]([O:9][C:10]([CH3:12])([CH3:13])[CH3:11])=[O:8])[CH3:2]. (6) Given the reactants [CH:1]1([C:4]2[NH:8][N:7]=[C:6]([NH:9][C:10]3[C:15]([N+:16]([O-])=O)=[CH:14][N:13]=[C:12]([C:19]4[CH:24]=[CH:23][CH:22]=[CH:21][CH:20]=4)[N:11]=3)[CH:5]=2)[CH2:3][CH2:2]1.[NH4+].[Cl-].CCO.C1COCC1, predict the reaction product. The product is: [CH:1]1([C:4]2[NH:8][N:7]=[C:6]([NH:9][C:10]3[C:15]([NH2:16])=[CH:14][N:13]=[C:12]([C:19]4[CH:24]=[CH:23][CH:22]=[CH:21][CH:20]=4)[N:11]=3)[CH:5]=2)[CH2:3][CH2:2]1. (7) Given the reactants C([O:5][C:6](=[O:43])[CH2:7][NH:8][C:9]([C:11]1[C:16]([OH:17])=[C:15]([CH3:18])[N:14]=[C:13]([CH2:19][CH:20]2[CH2:25][CH2:24][N:23]([C:26]3[CH:31]=[CH:30][C:29]([C:32]4[CH:42]=[CH:41][C:35]([C:36]([O:38][CH2:39][CH3:40])=[O:37])=[CH:34][N:33]=4)=[CH:28][CH:27]=3)[CH2:22][CH2:21]2)[N:12]=1)=[O:10])(C)(C)C.FC(F)(F)C(O)=O.Cl, predict the reaction product. The product is: [CH2:39]([O:38][C:36]([C:35]1[CH:41]=[CH:42][C:32]([C:29]2[CH:30]=[CH:31][C:26]([N:23]3[CH2:24][CH2:25][CH:20]([CH2:19][C:13]4[N:12]=[C:11]([C:9]([NH:8][CH2:7][C:6]([OH:43])=[O:5])=[O:10])[C:16]([OH:17])=[C:15]([CH3:18])[N:14]=4)[CH2:21][CH2:22]3)=[CH:27][CH:28]=2)=[N:33][CH:34]=1)=[O:37])[CH3:40].